From a dataset of Peptide-MHC class I binding affinity with 185,985 pairs from IEDB/IMGT. Regression. Given a peptide amino acid sequence and an MHC pseudo amino acid sequence, predict their binding affinity value. This is MHC class I binding data. (1) The peptide sequence is RIVVALSSL. The MHC is HLA-A68:02 with pseudo-sequence HLA-A68:02. The binding affinity (normalized) is 0.488. (2) The peptide sequence is WIPKRNRSI. The MHC is HLA-B57:01 with pseudo-sequence HLA-B57:01. The binding affinity (normalized) is 0.0847.